This data is from Forward reaction prediction with 1.9M reactions from USPTO patents (1976-2016). The task is: Predict the product of the given reaction. (1) Given the reactants C([N:8]1[CH2:13][CH2:12][N:11]([C:14]2[CH:19]=[CH:18][N:17]=[C:16]([CH3:20])[CH:15]=2)[CH2:10][CH2:9]1)C1C=CC=CC=1, predict the reaction product. The product is: [CH3:20][C:16]1[CH:15]=[C:14]([N:11]2[CH2:12][CH2:13][NH:8][CH2:9][CH2:10]2)[CH:19]=[CH:18][N:17]=1. (2) Given the reactants [Br:1][C:2]1[N:10]([CH2:11][CH3:12])[C:9]2[C:8](=[O:13])[N:7]([CH2:14][CH2:15][CH2:16][OH:17])[C:6](=[O:18])[N:5]([CH3:19])[C:4]=2[N:3]=1.CC1C=CC(S([O-])(=O)=O)=CC=1.C1C=C[NH+]=CC=1.[O:37]1[CH:42]=[CH:41][CH2:40][CH2:39][CH2:38]1, predict the reaction product. The product is: [Br:1][C:2]1[N:10]([CH2:11][CH3:12])[C:9]2[C:8](=[O:13])[N:7]([CH2:14][CH2:15][CH2:16][O:17][CH:38]3[CH2:39][CH2:40][CH2:41][CH2:42][O:37]3)[C:6](=[O:18])[N:5]([CH3:19])[C:4]=2[N:3]=1. (3) Given the reactants C(Cl)CCl.[C:5](=[N:8][OH:9])([NH2:7])[CH3:6].[C:10]([O:14][C:15]([N:17]([C@@H:22]1[CH2:24][C@H:23]1[C:25]1[CH:30]=[CH:29][CH:28]=[CH:27][CH:26]=1)[CH2:18][C:19](O)=O)=[O:16])([CH3:13])([CH3:12])[CH3:11], predict the reaction product. The product is: [CH3:6][C:5]1[N:7]=[C:19]([CH2:18][N:17]([C@H:22]2[CH2:24][C@H:23]2[C:25]2[CH:26]=[CH:27][CH:28]=[CH:29][CH:30]=2)[C:15](=[O:16])[O:14][C:10]([CH3:13])([CH3:11])[CH3:12])[O:9][N:8]=1. (4) Given the reactants [Cl:1][C:2]1[CH:3]=[CH:4][C:5]([C:23]#[N:24])=[C:6]([CH:22]=1)[O:7][C@@H:8]([CH2:19][O:20][CH3:21])[CH2:9][CH2:10][NH:11]C(=O)OC(C)(C)C.[C:25]([OH:30])(=[O:29])[C:26]([OH:28])=[O:27], predict the reaction product. The product is: [C:25]([OH:30])(=[O:29])[C:26]([OH:28])=[O:27].[NH2:11][CH2:10][CH2:9][C@@H:8]([O:7][C:6]1[CH:22]=[C:2]([Cl:1])[CH:3]=[CH:4][C:5]=1[C:23]#[N:24])[CH2:19][O:20][CH3:21]. (5) Given the reactants [C:1]([O:5][C:6]([N:8]1[CH2:13][CH2:12][N:11]([C:14](=[O:24])[CH:15]=[CH:16][C:17]2[CH:22]=[CH:21][CH:20]=[C:19]([Cl:23])[CH:18]=2)[CH:10]([C:25]([OH:27])=[O:26])[CH2:9]1)=[O:7])([CH3:4])([CH3:3])[CH3:2].IC.[C:30](=O)([O-])[O-].[K+].[K+], predict the reaction product. The product is: [CH3:30][O:26][C:25]([CH:10]1[N:11]([C:14](=[O:24])[CH:15]=[CH:16][C:17]2[CH:22]=[CH:21][CH:20]=[C:19]([Cl:23])[CH:18]=2)[CH2:12][CH2:13][N:8]([C:6]([O:5][C:1]([CH3:4])([CH3:2])[CH3:3])=[O:7])[CH2:9]1)=[O:27].